From a dataset of Catalyst prediction with 721,799 reactions and 888 catalyst types from USPTO. Predict which catalyst facilitates the given reaction. (1) Reactant: [F:1][C:2]1[CH:3]=[CH:4][C:5]2[N:9]=[C:8]([C@@H:10]([NH2:14])[CH2:11][O:12][CH3:13])[N:7]([C:15]3[CH:20]=[CH:19][CH:18]=[CH:17][N:16]=3)[C:6]=2[CH:21]=1.Cl[C:23]1[N:31]=[CH:30][N:29]=[C:28]2[C:24]=1[N:25]=[CH:26][N:27]2C1CCCCO1.CCN(C(C)C)C(C)C. Product: [F:1][C:2]1[CH:3]=[CH:4][C:5]2[N:9]=[C:8]([C@@H:10]([NH:14][C:23]3[N:31]=[CH:30][N:29]=[C:28]4[C:24]=3[N:25]=[CH:26][NH:27]4)[CH2:11][O:12][CH3:13])[N:7]([C:15]3[CH:20]=[CH:19][CH:18]=[CH:17][N:16]=3)[C:6]=2[CH:21]=1. The catalyst class is: 41. (2) Reactant: [N:1]1[C:6]2[CH:7]=[CH:8][NH:9][C:10](=[O:11])[C:5]=2[CH:4]=[N:3][CH:2]=1.C1C(=O)N([Br:19])C(=O)C1. Product: [Br:19][C:7]1[C:6]2[N:1]=[CH:2][N:3]=[CH:4][C:5]=2[C:10](=[O:11])[NH:9][CH:8]=1. The catalyst class is: 3.